Dataset: Catalyst prediction with 721,799 reactions and 888 catalyst types from USPTO. Task: Predict which catalyst facilitates the given reaction. (1) Reactant: [F:1][C:2]([F:31])([F:30])[CH:3]([C:24]1[CH:25]=[N:26][CH:27]=[CH:28][CH:29]=1)[O:4][N:5]1[C:14]2[C:9](=[CH:10][CH:11]=[CH:12][CH:13]=2)[N:8]=[CH:7][CH:6]1[NH:15][S:16]([CH2:19][CH2:20][C:21]([O-:23])=[O:22])(=[O:18])=[O:17].[OH-].[Na+].Cl. Product: [F:31][C:2]([F:1])([F:30])[CH:3]([C:24]1[CH:25]=[N:26][CH:27]=[CH:28][CH:29]=1)[O:4][N:5]1[C:14]2[C:9](=[CH:10][CH:11]=[CH:12][CH:13]=2)[N:8]=[CH:7][CH:6]1[NH:15][S:16]([CH2:19][CH2:20][C:21]([OH:23])=[O:22])(=[O:18])=[O:17]. The catalyst class is: 5. (2) Product: [CH:6]1([N:21]2[C:22](=[O:29])[C:23]3[C:28](=[CH:27][CH:26]=[CH:25][CH:24]=3)[C:20]2=[O:30])[CH2:5][CH2:4][CH2:3][CH:2]=[CH:1]1. Reactant: [C:1]1(P([C:1]2[CH:6]=[CH:5][CH:4]=[CH:3][CH:2]=2)[C:1]2[CH:6]=[CH:5][CH:4]=[CH:3][CH:2]=2)[CH:6]=[CH:5][CH:4]=[CH:3][CH:2]=1.[C:20]1(=[O:30])[C:28]2[C:23](=[CH:24][CH:25]=[CH:26][CH:27]=2)[C:22](=[O:29])[NH:21]1.C1(O)CCCC=C1.CC(OC(/N=N/C(OC(C)C)=O)=O)C. The catalyst class is: 7. (3) Reactant: [F:1][C:2]1[CH:3]=[C:4]([CH:8]=[CH:9][C:10]=1[O:11][C:12]1[CH:17]=[C:16]([C:18]2[NH:19][C:20]([C:23]3[S:24][CH:25]=[CH:26][N:27]=3)=[CH:21][CH:22]=2)[CH:15]=[C:14]([O:28][C@@H:29]([CH3:33])[CH2:30][O:31][CH3:32])[CH:13]=1)[C:5]([OH:7])=O.Cl.[CH3:35][NH:36][CH3:37].CN(C(ON1N=NC2C=CC=NC1=2)=[N+](C)C)C.F[P-](F)(F)(F)(F)F.C(N(CC)C(C)C)(C)C. Product: [F:1][C:2]1[CH:3]=[C:4]([CH:8]=[CH:9][C:10]=1[O:11][C:12]1[CH:17]=[C:16]([C:18]2[NH:19][C:20]([C:23]3[S:24][CH:25]=[CH:26][N:27]=3)=[CH:21][CH:22]=2)[CH:15]=[C:14]([O:28][C@@H:29]([CH3:33])[CH2:30][O:31][CH3:32])[CH:13]=1)[C:5]([N:36]([CH3:37])[CH3:35])=[O:7]. The catalyst class is: 334.